This data is from Catalyst prediction with 721,799 reactions and 888 catalyst types from USPTO. The task is: Predict which catalyst facilitates the given reaction. (1) Reactant: [NH2:1][C:2]1[CH:6]=[C:5]([C:7]2[CH:12]=[CH:11][N:10]=[CH:9][CH:8]=2)[S:4][C:3]=1[C:13]([NH2:15])=[O:14].O.[C:17]1([CH3:27])[CH:22]=[CH:21][C:20](S(O)(=O)=O)=CC=1.C1(=O)CCCC1. The catalyst class is: 11. Product: [N:10]1[CH:9]=[CH:8][C:7]([C:5]2[S:4][C:3]3[C:13](=[O:14])[NH:15][C:20]4([CH2:21][CH2:22][CH2:17][CH2:27]4)[NH:1][C:2]=3[CH:6]=2)=[CH:12][CH:11]=1. (2) Reactant: [C:1]([O:5][C:6](=[O:31])[NH:7][C:8]1[CH:13]=[CH:12][C:11](B2OC(C)(C)C(C)(C)O2)=[CH:10][C:9]=1[NH:23][C:24]([O:26][C:27]([CH3:30])([CH3:29])[CH3:28])=[O:25])([CH3:4])([CH3:3])[CH3:2].Cl[C:33]1[CH:38]=[CH:37][CH:36]=[CH:35][C:34]=1[S:39]([C:42]([F:45])([F:44])[F:43])(=[O:41])=[O:40].C(=O)([O-])[O-].[Na+].[Na+]. Product: [C:27]([O:26][C:24](=[O:25])[NH:23][C:9]1[CH:10]=[C:11]([C:33]2[CH:38]=[CH:37][CH:36]=[CH:35][C:34]=2[S:39]([C:42]([F:43])([F:44])[F:45])(=[O:40])=[O:41])[CH:12]=[CH:13][C:8]=1[NH:7][C:6]([O:5][C:1]([CH3:3])([CH3:4])[CH3:2])=[O:31])([CH3:30])([CH3:29])[CH3:28]. The catalyst class is: 149.